This data is from M1 muscarinic receptor antagonist screen with 61,756 compounds. The task is: Binary Classification. Given a drug SMILES string, predict its activity (active/inactive) in a high-throughput screening assay against a specified biological target. (1) The molecule is s1c(c2nn(nn2)CC(=O)c2ccc(OC)cc2)ccc1. The result is 0 (inactive). (2) The molecule is Clc1c(N2CCOCC2)ccc(NC(=O)c2cccnc2)c1. The result is 0 (inactive). (3) The compound is Brc1oc(C(OCC(=O)c2cc(c(cc2)C)C)=O)cc1. The result is 0 (inactive).